Dataset: Peptide-MHC class II binding affinity with 134,281 pairs from IEDB. Task: Regression. Given a peptide amino acid sequence and an MHC pseudo amino acid sequence, predict their binding affinity value. This is MHC class II binding data. (1) The peptide sequence is YDKFLANKSTVLTGK. The MHC is DRB3_0202 with pseudo-sequence DRB3_0202. The binding affinity (normalized) is 0.952. (2) The peptide sequence is EKKYYAATQFEPLAA. The MHC is HLA-DPA10201-DPB10501 with pseudo-sequence HLA-DPA10201-DPB10501. The binding affinity (normalized) is 0.618. (3) The peptide sequence is RKELLVTFKNAHAKK. The MHC is DRB5_0101 with pseudo-sequence DRB5_0101. The binding affinity (normalized) is 0.704.